The task is: Binary Classification. Given a drug SMILES string, predict its activity (active/inactive) in a high-throughput screening assay against a specified biological target.. This data is from HIV replication inhibition screening data with 41,000+ compounds from the AIDS Antiviral Screen. (1) The compound is CCC(C)C(CC)C(N)=O. The result is 0 (inactive). (2) The compound is COc1cccc(NC(=O)c2c(SC)c(C#N)c(=O)n(N)c2N)c1. The result is 0 (inactive). (3) The compound is CN(C)Cc1cc(C(=O)C=Cc2c(F)cccc2Cl)cc(CN(C)C)c1O.Cl. The result is 0 (inactive).